From a dataset of Retrosynthesis with 50K atom-mapped reactions and 10 reaction types from USPTO. Predict the reactants needed to synthesize the given product. (1) Given the product COC(=O)c1cc(NC(=O)OC(C)(C)C)cc2[nH]cc(C=O)c12, predict the reactants needed to synthesize it. The reactants are: CN(C)C=O.COC(=O)c1cc(NC(=O)OC(C)(C)C)cc2[nH]ccc12. (2) Given the product CN1C(=O)CCC=CC[C@@H](CC(=O)OC(C)(C)C)C(=O)OC[C@H]1c1ccccc1, predict the reactants needed to synthesize it. The reactants are: CC(C)(C)OC(=O)C[C@@H]1CC=CCCC(=O)N[C@H](c2ccccc2)COC1=O.CI. (3) Given the product COc1ccc(C(=O)Nc2ccc(Oc3ccccc3)cc2C(=O)O)cc1Cl, predict the reactants needed to synthesize it. The reactants are: CCOC(=O)c1cc(Oc2ccccc2)ccc1NC(=O)c1ccc(OC)c(Cl)c1.